Dataset: Full USPTO retrosynthesis dataset with 1.9M reactions from patents (1976-2016). Task: Predict the reactants needed to synthesize the given product. (1) Given the product [NH2:1][C:4]1[CH:5]=[C:6]([NH:11][C:12]2[N:17]=[C:16]([C:18]3[CH:19]=[N:20][CH:21]=[CH:22][CH:23]=3)[CH:15]=[CH:14][N:13]=2)[C:7]([CH3:10])=[N:8][CH:9]=1, predict the reactants needed to synthesize it. The reactants are: [N+:1]([C:4]1[CH:5]=[C:6]([NH:11][C:12]2[N:17]=[C:16]([C:18]3[CH:19]=[N:20][CH:21]=[CH:22][CH:23]=3)[CH:15]=[CH:14][N:13]=2)[C:7]([CH3:10])=[N:8][CH:9]=1)([O-])=O.[H-].[H-].[H-].[H-].[Li+].[Al+3].Cl. (2) Given the product [Cl:22][C:12]1[C:3]([O:2][CH3:1])=[C:4]2[C:9](=[CH:10][C:11]=1[O:13][CH3:14])[O:8][CH:7]([C:15]([F:16])([F:17])[F:18])[C:6]([C:19]([OH:21])=[O:20])=[CH:5]2, predict the reactants needed to synthesize it. The reactants are: [CH3:1][O:2][C:3]1[CH:12]=[C:11]([O:13][CH3:14])[CH:10]=[C:9]2[C:4]=1[CH:5]=[C:6]([C:19]([OH:21])=[O:20])[CH:7]([C:15]([F:18])([F:17])[F:16])[O:8]2.[Cl:22]Cl. (3) Given the product [OH:18][C@H:19]([CH:57]([CH3:59])[CH3:58])[CH2:20][CH2:21][C@@H:22]([C:24]1([CH3:56])[CH2:28][CH2:27][C@@H:26](/[CH:29]=[CH:30]/[CH:31]=[C:32]2[CH2:33][C@@H:34]([OH:46])[CH2:35][C@H:36]([OH:38])[CH2:37]2)[C:25]1([CH3:55])[CH3:54])[CH3:23], predict the reactants needed to synthesize it. The reactants are: [Si]([O:18][CH:19]([CH:57]([CH3:59])[CH3:58])[CH2:20][CH2:21][CH:22]([C:24]1([CH3:56])[CH2:28][CH2:27][CH:26](/[CH:29]=[CH:30]/[CH:31]=[C:32]2[CH2:37][CH:36]([O:38][Si](C(C)(C)C)(C)C)[CH2:35][CH:34]([O:46][Si](C(C)(C)C)(C)C)[CH2:33]2)[C:25]1([CH3:55])[CH3:54])[CH3:23])(C(C)(C)C)(C1C=CC=CC=1)C1C=CC=CC=1.[N+](CCCC)(CCCC)(CCCC)CCCC.[F-].